This data is from Reaction yield outcomes from USPTO patents with 853,638 reactions. The task is: Predict the reaction yield, written as a fraction of the theoretical maximum amount of product (1.0 means a 100% yield; for example, 0.34 means a 34% yield). (1) The reactants are [OH-].[K+].[Cl:3][C:4]1[CH:11]=[CH:10][C:7]([CH2:8][OH:9])=[CH:6][C:5]=1[N+:12]([O-:14])=[O:13].[CH3:15]I.O. The catalyst is CS(C)=O. The product is [Cl:3][C:4]1[CH:11]=[CH:10][C:7]([CH2:8][O:9][CH3:15])=[CH:6][C:5]=1[N+:12]([O-:14])=[O:13]. The yield is 0.880. (2) The reactants are [NH2:1][C@@H:2]1[CH2:7][CH2:6][CH2:5][N:4]([C:8]([O:10][C:11]([CH3:14])([CH3:13])[CH3:12])=[O:9])[CH2:3]1.[F-].[Cs+].Cl[C:18]1[N:23]=[C:22]([C:24]2[CH:25]=[N:26][N:27]3[CH:32]=[CH:31][CH:30]=[CH:29][C:28]=23)[CH:21]=[N:20][CH:19]=1.O. The catalyst is CS(C)=O. The product is [N:26]1[N:27]2[CH:32]=[CH:31][CH:30]=[CH:29][C:28]2=[C:24]([C:22]2[N:23]=[C:18]([NH:1][C@@H:2]3[CH2:7][CH2:6][CH2:5][N:4]([C:8]([O:10][C:11]([CH3:14])([CH3:13])[CH3:12])=[O:9])[CH2:3]3)[CH:19]=[N:20][CH:21]=2)[CH:25]=1. The yield is 0.340. (3) The reactants are [CH3:1][C:2]([Si:5](Cl)([CH3:7])[CH3:6])([CH3:4])[CH3:3].C(N(CC)CC)C.[S:16]1[C:20]([CH2:21][CH:22]([OH:25])[C:23]#[CH:24])=[CH:19][C:18]2[CH:26]=[CH:27][CH:28]=[CH:29][C:17]1=2.[NH4+].[Cl-]. The catalyst is CN(C1C=CN=CC=1)C.ClCCl. The yield is 0.700. The product is [S:16]1[C:20]([CH2:21][CH:22]([O:25][Si:5]([C:2]([CH3:4])([CH3:3])[CH3:1])([CH3:7])[CH3:6])[C:23]#[CH:24])=[CH:19][C:18]2[CH:26]=[CH:27][CH:28]=[CH:29][C:17]1=2. (4) The yield is 0.800. The reactants are Cl[CH2:2][C:3]([O:5][CH3:6])=[O:4].[NH2:7][C:8]1[N:9]([C:14]2[C:23]3[C:18](=[CH:19][CH:20]=[CH:21][CH:22]=3)[C:17]([CH:24]3[CH2:26][CH2:25]3)=[CH:16][CH:15]=2)[C:10]([SH:13])=[N:11][N:12]=1.C(=O)([O-])[O-].[K+].[K+]. The catalyst is CN(C=O)C. The product is [NH2:7][C:8]1[N:9]([C:14]2[C:23]3[C:18](=[CH:19][CH:20]=[CH:21][CH:22]=3)[C:17]([CH:24]3[CH2:26][CH2:25]3)=[CH:16][CH:15]=2)[C:10]([S:13][CH2:2][C:3]([O:5][CH3:6])=[O:4])=[N:11][N:12]=1. (5) The reactants are [NH:1](C(OCC1C=CC=CC=1)=O)[C@H:2]([C:6]([N:8]1[CH2:15][CH2:14][CH2:13][C@H:9]1[C:10]([OH:12])=[O:11])=[O:7])[CH:3]([CH3:5])[CH3:4].[NH2:26][C:27]1[CH:28]=[C:29]2[C:34](=[CH:35][CH:36]=1)[N:33]=[CH:32][CH:31]=[CH:30]2. The catalyst is CO.[Pd]. The product is [NH2:1][C@H:2]([C:6]([N:8]1[CH2:15][CH2:14][CH2:13][C@H:9]1[C:10]([OH:12])=[O:11])=[O:7])[CH:3]([CH3:5])[CH3:4].[NH2:26][C:27]1[CH:28]=[C:29]2[C:34](=[CH:35][CH:36]=1)[N:33]=[CH:32][CH:31]=[CH:30]2. The yield is 0.900. (6) The reactants are [NH2:1][C:2]1[N:7]=[CH:6][C:5](/[CH:8]=[CH:9]/[C:10]([N:12]([CH2:14][C:15]2[S:19][C:18]3[C:20]([F:24])=[CH:21][CH:22]=[CH:23][C:17]=3[C:16]=2[Cl:25])[CH3:13])=[O:11])=[CH:4][CH:3]=1.Cl. The catalyst is C(Cl)Cl.CCOCC. The product is [ClH:25].[NH2:1][C:2]1[N:7]=[CH:6][C:5](/[CH:8]=[CH:9]/[C:10]([N:12]([CH2:14][C:15]2[S:19][C:18]3[C:20]([F:24])=[CH:21][CH:22]=[CH:23][C:17]=3[C:16]=2[Cl:25])[CH3:13])=[O:11])=[CH:4][CH:3]=1. The yield is 0.960.